From a dataset of NCI-60 drug combinations with 297,098 pairs across 59 cell lines. Regression. Given two drug SMILES strings and cell line genomic features, predict the synergy score measuring deviation from expected non-interaction effect. (1) Cell line: DU-145. Synergy scores: CSS=70.7, Synergy_ZIP=19.9, Synergy_Bliss=19.5, Synergy_Loewe=-24.2, Synergy_HSA=17.4. Drug 2: CN(C)C1=NC(=NC(=N1)N(C)C)N(C)C. Drug 1: CC1=C2C(C(=O)C3(C(CC4C(C3C(C(C2(C)C)(CC1OC(=O)C(C(C5=CC=CC=C5)NC(=O)OC(C)(C)C)O)O)OC(=O)C6=CC=CC=C6)(CO4)OC(=O)C)OC)C)OC. (2) Cell line: K-562. Drug 1: C1=CC(=CC=C1CCC2=CNC3=C2C(=O)NC(=N3)N)C(=O)NC(CCC(=O)O)C(=O)O. Drug 2: C1=CN(C(=O)N=C1N)C2C(C(C(O2)CO)O)O.Cl. Synergy scores: CSS=56.1, Synergy_ZIP=-5.31, Synergy_Bliss=-5.38, Synergy_Loewe=1.48, Synergy_HSA=3.69.